This data is from Full USPTO retrosynthesis dataset with 1.9M reactions from patents (1976-2016). The task is: Predict the reactants needed to synthesize the given product. The reactants are: [CH3:1][C@@H:2]([NH:13][CH2:14][CH2:15][CH2:16][C:17]1[CH:18]=[CH:19][CH:20]=[C:21]([C:23]([F:26])([F:25])[F:24])[CH:22]=1)[C:3]1[CH:4]=[CH:5][CH:6]=[C:7]2[CH:12]=[CH:11][CH:10]=[CH:9][C:8]=12.Cl.BrC1C=C(C(F)(F)F)C=CC=1.C1([C@H](NCC=C)C)C2C(=CC=CC=2)C=CC=1. Given the product [C:3]1([C@H:2]([NH:13][CH2:14]/[CH:15]=[CH:16]/[C:17]2[CH:18]=[CH:19][CH:20]=[C:21]([C:23]([F:24])([F:25])[F:26])[CH:22]=2)[CH3:1])[C:8]2[C:7](=[CH:12][CH:11]=[CH:10][CH:9]=2)[CH:6]=[CH:5][CH:4]=1, predict the reactants needed to synthesize it.